From a dataset of Aqueous solubility values for 9,982 compounds from the AqSolDB database. Regression/Classification. Given a drug SMILES string, predict its absorption, distribution, metabolism, or excretion properties. Task type varies by dataset: regression for continuous measurements (e.g., permeability, clearance, half-life) or binary classification for categorical outcomes (e.g., BBB penetration, CYP inhibition). For this dataset (solubility_aqsoldb), we predict Y. (1) The drug is CNC(=O)ON=C(CSC)C(C)(C)C. The Y is -1.62 log mol/L. (2) The drug is CS(=O)(=O)NS(C)(=O)=O. The Y is 0.0402 log mol/L.